From a dataset of NCI-60 drug combinations with 297,098 pairs across 59 cell lines. Regression. Given two drug SMILES strings and cell line genomic features, predict the synergy score measuring deviation from expected non-interaction effect. (1) Drug 1: CCCCC(=O)OCC(=O)C1(CC(C2=C(C1)C(=C3C(=C2O)C(=O)C4=C(C3=O)C=CC=C4OC)O)OC5CC(C(C(O5)C)O)NC(=O)C(F)(F)F)O. Drug 2: CC(C)CN1C=NC2=C1C3=CC=CC=C3N=C2N. Cell line: COLO 205. Synergy scores: CSS=46.9, Synergy_ZIP=-2.79, Synergy_Bliss=-7.26, Synergy_Loewe=-7.72, Synergy_HSA=-7.03. (2) Drug 1: CC1OCC2C(O1)C(C(C(O2)OC3C4COC(=O)C4C(C5=CC6=C(C=C35)OCO6)C7=CC(=C(C(=C7)OC)O)OC)O)O. Drug 2: C1=NC2=C(N=C(N=C2N1C3C(C(C(O3)CO)O)O)F)N. Cell line: RPMI-8226. Synergy scores: CSS=38.2, Synergy_ZIP=-0.885, Synergy_Bliss=-5.73, Synergy_Loewe=-24.8, Synergy_HSA=-4.36. (3) Drug 1: C1CN1C2=NC(=NC(=N2)N3CC3)N4CC4. Drug 2: C(CN)CNCCSP(=O)(O)O. Cell line: HCT116. Synergy scores: CSS=64.3, Synergy_ZIP=11.2, Synergy_Bliss=10.8, Synergy_Loewe=-34.4, Synergy_HSA=9.65. (4) Drug 1: C1=CC(=CC=C1CCC2=CNC3=C2C(=O)NC(=N3)N)C(=O)NC(CCC(=O)O)C(=O)O. Drug 2: C(CN)CNCCSP(=O)(O)O. Cell line: MALME-3M. Synergy scores: CSS=12.9, Synergy_ZIP=1.29, Synergy_Bliss=5.38, Synergy_Loewe=-7.43, Synergy_HSA=1.84. (5) Drug 1: CC1OCC2C(O1)C(C(C(O2)OC3C4COC(=O)C4C(C5=CC6=C(C=C35)OCO6)C7=CC(=C(C(=C7)OC)O)OC)O)O. Drug 2: C1CCC(CC1)NC(=O)N(CCCl)N=O. Cell line: M14. Synergy scores: CSS=20.5, Synergy_ZIP=-3.44, Synergy_Bliss=2.92, Synergy_Loewe=-5.40, Synergy_HSA=1.81. (6) Drug 1: C1CC(=O)NC(=O)C1N2CC3=C(C2=O)C=CC=C3N. Drug 2: COC1=C2C(=CC3=C1OC=C3)C=CC(=O)O2. Cell line: NCI-H460. Synergy scores: CSS=2.87, Synergy_ZIP=-1.03, Synergy_Bliss=-0.364, Synergy_Loewe=-0.482, Synergy_HSA=-1.56. (7) Drug 1: C1CCC(C1)C(CC#N)N2C=C(C=N2)C3=C4C=CNC4=NC=N3. Drug 2: C1CCN(CC1)CCOC2=CC=C(C=C2)C(=O)C3=C(SC4=C3C=CC(=C4)O)C5=CC=C(C=C5)O. Cell line: OVCAR3. Synergy scores: CSS=0.910, Synergy_ZIP=2.49, Synergy_Bliss=4.03, Synergy_Loewe=-1.56, Synergy_HSA=-0.290. (8) Cell line: OVCAR-5. Drug 1: COC1=NC(=NC2=C1N=CN2C3C(C(C(O3)CO)O)O)N. Synergy scores: CSS=24.9, Synergy_ZIP=7.57, Synergy_Bliss=2.19, Synergy_Loewe=-72.7, Synergy_HSA=-15.7. Drug 2: CC1=C2C(C(=O)C3(C(CC4C(C3C(C(C2(C)C)(CC1OC(=O)C(C(C5=CC=CC=C5)NC(=O)C6=CC=CC=C6)O)O)OC(=O)C7=CC=CC=C7)(CO4)OC(=O)C)O)C)OC(=O)C. (9) Drug 1: CCC1=C2CN3C(=CC4=C(C3=O)COC(=O)C4(CC)O)C2=NC5=C1C=C(C=C5)O. Drug 2: CC1=C(C(=CC=C1)Cl)NC(=O)C2=CN=C(S2)NC3=CC(=NC(=N3)C)N4CCN(CC4)CCO. Cell line: ACHN. Synergy scores: CSS=19.5, Synergy_ZIP=-1.80, Synergy_Bliss=-1.40, Synergy_Loewe=-19.0, Synergy_HSA=-1.80.